This data is from Reaction yield outcomes from USPTO patents with 853,638 reactions. The task is: Predict the reaction yield, written as a fraction of the theoretical maximum amount of product (1.0 means a 100% yield; for example, 0.34 means a 34% yield). (1) The reactants are F[P-](F)(F)(F)(F)F.[CH3:8][N+:9](C)=C(N(C)C)ON1C2N=CC=CC=2N=N1.C(N(CC)C(C)C)(C)C.[Br:34][C:35]1[C:44]2[O:43][CH:42]([CH:45]([CH3:47])[CH3:46])[C:41](=[O:48])[NH:40][C:39]=2[CH:38]=[C:37]([C:49]([OH:51])=O)[CH:36]=1.CN.C(O)C. The catalyst is CN(C=O)C. The product is [Br:34][C:35]1[C:44]2[O:43][CH:42]([CH:45]([CH3:47])[CH3:46])[C:41](=[O:48])[NH:40][C:39]=2[CH:38]=[C:37]([C:49]([NH:9][CH3:8])=[O:51])[CH:36]=1. The yield is 0.900. (2) The reactants are [F:1][C:2]1[CH:10]=[C:9]2[C:5]([C:6]([Sn](CCCC)(CCCC)CCCC)=[N:7][N:8]2[CH3:11])=[CH:4][CH:3]=1.Br[C:26]1[N:27]=[C:28]2[C:34]([C:35]([O:37][CH3:38])=[O:36])=[CH:33][N:32]([CH2:39][O:40][C:41](=[O:46])[C:42]([CH3:45])([CH3:44])[CH3:43])[C:29]2=[N:30][CH:31]=1. The catalyst is CN(C=O)C.[Cu]I.C1C=CC([P]([Pd]([P](C2C=CC=CC=2)(C2C=CC=CC=2)C2C=CC=CC=2)([P](C2C=CC=CC=2)(C2C=CC=CC=2)C2C=CC=CC=2)[P](C2C=CC=CC=2)(C2C=CC=CC=2)C2C=CC=CC=2)(C2C=CC=CC=2)C2C=CC=CC=2)=CC=1. The product is [F:1][C:2]1[CH:10]=[C:9]2[C:5]([C:6]([C:26]3[N:27]=[C:28]4[C:34]([C:35]([O:37][CH3:38])=[O:36])=[CH:33][N:32]([CH2:39][O:40][C:41](=[O:46])[C:42]([CH3:44])([CH3:43])[CH3:45])[C:29]4=[N:30][CH:31]=3)=[N:7][N:8]2[CH3:11])=[CH:4][CH:3]=1. The yield is 0.852. (3) The reactants are [NH2:1][C:2]1[C:11]2[C:6](=[C:7](I)[C:8]([Cl:12])=[CH:9][CH:10]=2)[N:5]=[N:4][C:3]=1[C:14]([NH:16][CH2:17][CH2:18][CH3:19])=[O:15].[C:20]1(B(O)O)[CH:25]=[CH:24][CH:23]=[CH:22][CH:21]=1. No catalyst specified. The product is [NH2:1][C:2]1[C:11]2[C:6](=[C:7]([C:20]3[CH:25]=[CH:24][CH:23]=[CH:22][CH:21]=3)[C:8]([Cl:12])=[CH:9][CH:10]=2)[N:5]=[N:4][C:3]=1[C:14]([NH:16][CH2:17][CH2:18][CH3:19])=[O:15]. The yield is 0.560. (4) The reactants are [F:1][CH:2]([F:30])[C:3]1[CH:8]=[C:7]([O:9][CH2:10][C@H:11]2[CH2:15][O:14][C:13]([CH3:17])([CH3:16])[O:12]2)[CH:6]=[CH:5][C:4]=1[C:18]1[NH:22][C:21]2[CH:23]=[CH:24][CH:25]=[C:26]([C:27](O)=[O:28])[C:20]=2[N:19]=1.S1C=CN=C1N.CN(C(ON1N=[N:52][C:47]2[CH:48]=[CH:49][CH:50]=[N:51]C1=2)=[N+](C)C)C.F[P-](F)(F)(F)(F)F.CCN(C(C)C)C(C)C. The catalyst is CN(C=O)C.O. The product is [F:30][CH:2]([F:1])[C:3]1[CH:8]=[C:7]([O:9][CH2:10][C@H:11]2[CH2:15][O:14][C:13]([CH3:16])([CH3:17])[O:12]2)[CH:6]=[CH:5][C:4]=1[C:18]1[NH:22][C:21]2[CH:23]=[CH:24][CH:25]=[C:26]([C:27]([NH:52][C:47]3[CH2:48][CH:49]=[CH:50][N:51]=3)=[O:28])[C:20]=2[N:19]=1. The yield is 0.650. (5) The reactants are Br[C:2]1[S:12][C:5]2[C:6]3[S:11][CH:10]=[CH:9][C:7]=3[S:8][C:4]=2[C:3]=1[CH2:13][CH2:14][CH2:15][CH2:16][CH2:17][CH2:18][CH2:19][CH2:20][CH2:21][CH3:22].[CH:23]#[C:24][CH2:25][CH2:26][CH2:27][CH2:28][CH2:29][CH2:30][CH2:31][CH3:32]. The catalyst is C(N(CC)CC)C.C1C=CC([P]([Pd]([P](C2C=CC=CC=2)(C2C=CC=CC=2)C2C=CC=CC=2)([P](C2C=CC=CC=2)(C2C=CC=CC=2)C2C=CC=CC=2)[P](C2C=CC=CC=2)(C2C=CC=CC=2)C2C=CC=CC=2)(C2C=CC=CC=2)C2C=CC=CC=2)=CC=1.[Cu]I. The product is [CH2:13]([C:3]1[C:4]2[S:8][C:7]3[CH:9]=[C:10]([C:23]#[C:24][CH2:25][CH2:26][CH2:27][CH2:28][CH2:29][CH2:30][CH2:31][CH3:32])[S:11][C:6]=3[C:5]=2[S:12][CH:2]=1)[CH2:14][CH2:15][CH2:16][CH2:17][CH2:18][CH2:19][CH2:20][CH2:21][CH3:22]. The yield is 0.930. (6) The reactants are Br[C:2]1[CH:14]=[C:13]([CH:15]=[CH2:16])[CH:12]=[CH:11][C:3]=1[C:4]([O:6][C:7]([CH3:10])([CH3:9])[CH3:8])=[O:5].[Cu][C:18]#[N:19]. The catalyst is CN(C=O)C.O. The product is [C:18]([C:2]1[CH:14]=[C:13]([CH:15]=[CH2:16])[CH:12]=[CH:11][C:3]=1[C:4]([O:6][C:7]([CH3:10])([CH3:9])[CH3:8])=[O:5])#[N:19]. The yield is 0.720. (7) The product is [CH2:12]([O:14][C:15](=[O:19])[CH2:16][CH2:17][NH:18][C:56]([CH:53]1[CH2:52][CH2:51][N:50]([CH2:49][CH2:48][O:47][C:46]2[CH:45]=[CH:44][C:43]([O:42][C:34]3[S:33][C:37]4[CH:38]=[CH:39][CH:40]=[CH:41][C:36]=4[N:35]=3)=[CH:60][CH:59]=2)[CH2:55][CH2:54]1)=[O:57])[CH3:13]. The catalyst is C(Cl)Cl. The yield is 0.480. The reactants are O.ON1C2C=CC=CC=2N=N1.[CH2:12]([O:14][C:15](=[O:19])[CH2:16][CH2:17][NH2:18])[CH3:13].Cl.CN(C)CCCN=C=NCC.[K+].[S:33]1[C:37]2[CH:38]=[CH:39][CH:40]=[CH:41][C:36]=2[N:35]=[C:34]1[O:42][C:43]1[CH:60]=[CH:59][C:46]([O:47][CH2:48][CH2:49][N:50]2[CH2:55][CH2:54][CH:53]([C:56]([O-])=[O:57])[CH2:52][CH2:51]2)=[CH:45][CH:44]=1.